Task: Predict the reaction yield, written as a fraction of the theoretical maximum amount of product (1.0 means a 100% yield; for example, 0.34 means a 34% yield).. Dataset: Reaction yield outcomes from USPTO patents with 853,638 reactions (1) The reactants are C([O:8][C:9]1[CH:14]=[CH:13][C:12]([C:15]2[O:16][C:17]([CH3:28])=[C:18]([CH2:20][CH2:21][N:22]3[CH2:26][CH2:25][CH2:24][C@H:23]3[CH3:27])[N:19]=2)=[CH:11][CH:10]=1)C1C=CC=CC=1.C([OH:31])C. The catalyst is [Pd]. The product is [OH:8][C:9]1[CH:14]=[CH:13][C:12]([C:15]2[O:16][C:17]([CH3:28])=[C:18]([CH2:20][C:21]([N:22]3[CH2:26][CH2:25][CH2:24][C@H:23]3[CH3:27])=[O:31])[N:19]=2)=[CH:11][CH:10]=1. The yield is 0.940. (2) The reactants are [C:1]([C:3]1[N:8]=[C:7]([C:9]2[S:13][C:12]([N:14]3[CH2:19][CH2:18][O:17][CH2:16][CH2:15]3)=[N:11][C:10]=2[C:20]2[C:21]([F:38])=[C:22]([NH:26][S:27]([C:30]3[CH:35]=[C:34]([F:36])[CH:33]=[CH:32][C:31]=3[F:37])(=[O:29])=[O:28])[CH:23]=[CH:24][CH:25]=2)[CH:6]=[CH:5][N:4]=1)#[N:2].CC(C[AlH]CC(C)C)C. The catalyst is ClCCl. The product is [NH2:2][CH2:1][C:3]1[N:8]=[C:7]([C:9]2[S:13][C:12]([N:14]3[CH2:19][CH2:18][O:17][CH2:16][CH2:15]3)=[N:11][C:10]=2[C:20]2[C:21]([F:38])=[C:22]([NH:26][S:27]([C:30]3[CH:35]=[C:34]([F:36])[CH:33]=[CH:32][C:31]=3[F:37])(=[O:28])=[O:29])[CH:23]=[CH:24][CH:25]=2)[CH:6]=[CH:5][N:4]=1. The yield is 0.730. (3) The reactants are [OH:1][C:2]1[CH:7]=[C:6]([CH3:8])[CH:5]=[CH:4][N:3]=1.Br[CH2:10][C:11]([O:13][CH2:14][CH3:15])=[O:12].C(=O)([O-])[O-].[K+].[K+].CCCCCCC. The catalyst is C(OCC)(=O)C. The product is [CH2:14]([O:13][C:11](=[O:12])[CH2:10][N:3]1[CH:4]=[CH:5][C:6]([CH3:8])=[CH:7][C:2]1=[O:1])[CH3:15]. The yield is 0.770. (4) The product is [F:1][C@H:12]1[CH2:17][CH2:16][C@@H:15]([C:18]([O:20][CH2:21][C:22]2[CH:27]=[CH:26][CH:25]=[CH:24][CH:23]=2)=[O:19])[C@H:14]([C:28]([O:30][CH3:31])=[O:29])[CH2:13]1. The catalyst is C(Cl)Cl. The yield is 0.254. The reactants are [FH:1].F.F.C(N(CC)CC)C.O[C@@H:12]1[CH2:17][CH2:16][C@@H:15]([C:18]([O:20][CH2:21][C:22]2[CH:27]=[CH:26][CH:25]=[CH:24][CH:23]=2)=[O:19])[C@H:14]([C:28]([O:30][CH3:31])=[O:29])[CH2:13]1. (5) The reactants are C([O:9][CH:10]([C:18]([F:21])([F:20])[F:19])[C:11]([F:17])([F:16])[S:12]([O-:15])(=[O:14])=[O:13])(=O)C1C=CC=CC=1.[C:22]1([S+:28]([C:35]2[CH:40]=[CH:39][CH:38]=[CH:37][CH:36]=2)[C:29]2[CH:34]=[CH:33][CH:32]=[CH:31][CH:30]=2)[CH:27]=[CH:26][CH:25]=[CH:24][CH:23]=1.[OH-].[Na+].Cl. The catalyst is CO. The product is [F:17][C:11]([F:16])([S:12]([O-:15])(=[O:13])=[O:14])[CH:10]([OH:9])[C:18]([F:19])([F:21])[F:20].[C:35]1([S+:28]([C:22]2[CH:23]=[CH:24][CH:25]=[CH:26][CH:27]=2)[C:29]2[CH:34]=[CH:33][CH:32]=[CH:31][CH:30]=2)[CH:36]=[CH:37][CH:38]=[CH:39][CH:40]=1. The yield is 0.850. (6) The catalyst is COCCOC.CCO. The product is [C:23]1([C:2]2[C:10]3[C:5](=[CH:6][N:7]=[C:8]([C:11]4[CH:12]=[N:13][CH:14]=[CH:15][CH:16]=4)[CH:9]=3)[NH:4][N:3]=2)[CH:28]=[CH:27][CH:26]=[CH:25][CH:24]=1. The yield is 0.600. The reactants are I[C:2]1[C:10]2[C:5](=[CH:6][N:7]=[C:8]([C:11]3[CH:12]=[N:13][CH:14]=[CH:15][CH:16]=3)[CH:9]=2)[NH:4][N:3]=1.C([O-])([O-])=O.[Na+].[Na+].[C:23]1(B(O)O)[CH:28]=[CH:27][CH:26]=[CH:25][CH:24]=1. (7) The reactants are [CH2:1]([O:8][C:9]1[CH:16]=[CH:15][C:12]([C:13]#[N:14])=[C:11](F)[CH:10]=1)[C:2]1[CH:7]=[CH:6][CH:5]=[CH:4][CH:3]=1.[CH3:18][O:19][CH2:20][CH2:21][CH2:22][NH2:23].C(N(C(C)C)CC)(C)C. No catalyst specified. The product is [CH2:1]([O:8][C:9]1[CH:16]=[CH:15][C:12]([C:13]#[N:14])=[C:11]([NH:23][CH2:22][CH2:21][CH2:20][O:19][CH3:18])[CH:10]=1)[C:2]1[CH:7]=[CH:6][CH:5]=[CH:4][CH:3]=1. The yield is 0.680. (8) The reactants are [Si]([O:8][CH2:9][CH2:10][O:11][C:12]1[CH:13]=[CH:14][C:15]([C:28]2[NH:37][C:36](=[O:38])[C:35]3[C:30](=[CH:31][C:32]([O:41][CH3:42])=[CH:33][C:34]=3[O:39][CH3:40])[N:29]=2)=[N:16][C:17]=1[C:18]1[CH:23]=[CH:22][C:21]([S:24]([CH3:27])(=[O:26])=[O:25])=[CH:20][CH:19]=1)(C(C)(C)C)(C)C.CCCC[N+](CCCC)(CCCC)CCCC.[F-]. The catalyst is C1COCC1. The product is [OH:8][CH2:9][CH2:10][O:11][C:12]1[CH:13]=[CH:14][C:15]([C:28]2[NH:37][C:36](=[O:38])[C:35]3[C:30](=[CH:31][C:32]([O:41][CH3:42])=[CH:33][C:34]=3[O:39][CH3:40])[N:29]=2)=[N:16][C:17]=1[C:18]1[CH:19]=[CH:20][C:21]([S:24]([CH3:27])(=[O:26])=[O:25])=[CH:22][CH:23]=1. The yield is 0.340.